From a dataset of Forward reaction prediction with 1.9M reactions from USPTO patents (1976-2016). Predict the product of the given reaction. (1) Given the reactants C(OC([N:8]1[CH2:12][CH2:11][CH:10]2[N:13]([C:26]3[N:31]=[CH:30][CH:29]=[CH:28][N:27]=3)[CH2:14][CH:15]([C:16]3[C:24]4[C:19](=[CH:20][C:21]([F:25])=[CH:22][CH:23]=4)[NH:18][CH:17]=3)[CH:9]12)=O)(C)(C)C.C(O)(C(F)(F)F)=O, predict the reaction product. The product is: [F:25][C:21]1[CH:20]=[C:19]2[C:24]([C:16]([CH:15]3[CH2:14][N:13]([C:26]4[N:27]=[CH:28][CH:29]=[CH:30][N:31]=4)[CH:10]4[CH2:11][CH2:12][NH:8][CH:9]34)=[CH:17][NH:18]2)=[CH:23][CH:22]=1. (2) The product is: [F:1][C:2]1[CH:7]=[CH:6][C:5]([C:8]2[N:9]=[C:10]([C:27]3[CH:28]=[CH:29][C:24]([O:23][CH3:22])=[CH:25][CH:26]=3)[N:11]=[N:12][CH:13]=2)=[CH:4][C:3]=1[C:16]1[CH:17]=[N:18][CH:19]=[CH:20][CH:21]=1. Given the reactants [F:1][C:2]1[CH:7]=[CH:6][C:5]([C:8]2[N:9]=[C:10](SC)[N:11]=[N:12][CH:13]=2)=[CH:4][C:3]=1[C:16]1[CH:17]=[N:18][CH:19]=[CH:20][CH:21]=1.[CH3:22][O:23][C:24]1[CH:29]=[CH:28][C:27](B(O)O)=[CH:26][CH:25]=1, predict the reaction product.